Dataset: Catalyst prediction with 721,799 reactions and 888 catalyst types from USPTO. Task: Predict which catalyst facilitates the given reaction. (1) Reactant: [C:1]([NH:4][NH:5][C:6]([C:8]1[CH:32]=[CH:31][C:11]([O:12][C:13]2[CH:14]=[C:15]([CH:20]=[C:21]([O:23][CH2:24][C:25]3[CH:30]=[CH:29][CH:28]=[CH:27][CH:26]=3)[CH:22]=2)[C:16]([O:18][CH3:19])=[O:17])=[CH:10][CH:9]=1)=[O:7])(=O)[CH3:2].S(Cl)(Cl)=O. Product: [CH2:24]([O:23][C:21]1[CH:20]=[C:15]([CH:14]=[C:13]([O:12][C:11]2[CH:31]=[CH:32][C:8]([C:6]3[O:7][C:1]([CH3:2])=[N:4][N:5]=3)=[CH:9][CH:10]=2)[CH:22]=1)[C:16]([O:18][CH3:19])=[O:17])[C:25]1[CH:30]=[CH:29][CH:28]=[CH:27][CH:26]=1. The catalyst class is: 93. (2) Reactant: [CH3:1][O:2][C:3]1[CH:8]=[CH:7][C:6]([S:9]([NH:12][C:13]2[CH:18]=[CH:17][C:16]([N:19]3[CH2:24][CH2:23][C:22](=O)[CH2:21][CH2:20]3)=[CH:15][CH:14]=2)(=[O:11])=[O:10])=[CH:5][CH:4]=1.[NH2:26][CH2:27][CH:28]([C:30]1[CH:35]=[CH:34][CH:33]=[CH:32][CH:31]=1)[OH:29]. Product: [OH:29][CH:28]([C:30]1[CH:35]=[CH:34][CH:33]=[CH:32][CH:31]=1)[CH2:27][NH:26][CH:22]1[CH2:23][CH2:24][N:19]([C:16]2[CH:17]=[CH:18][C:13]([NH:12][S:9]([C:6]3[CH:5]=[CH:4][C:3]([O:2][CH3:1])=[CH:8][CH:7]=3)(=[O:10])=[O:11])=[CH:14][CH:15]=2)[CH2:20][CH2:21]1. The catalyst class is: 19. (3) Reactant: C([Li])CCC.C[Si](C)(C)[N-][Si](C)(C)C.C1(P(C2CCCCC2)C2C=CC=CC=2C2C=CC=CC=2N(C)C)CCCCC1.[C:43]([O:47][C:48](=[O:50])[CH3:49])([CH3:46])([CH3:45])[CH3:44].[Cl:51][C:52]1[C:61](OS(C(F)(F)F)(=O)=O)=[C:60]2[C:55]([CH:56]=[CH:57][C:58]([CH3:70])=[N:59]2)=[CH:54][CH:53]=1. Product: [C:43]([O:47][C:48](=[O:50])[CH2:49][C:61]1[C:52]([Cl:51])=[CH:53][CH:54]=[C:55]2[C:60]=1[N:59]=[C:58]([CH3:70])[CH:57]=[CH:56]2)([CH3:46])([CH3:45])[CH3:44]. The catalyst class is: 101.